This data is from Reaction yield outcomes from USPTO patents with 853,638 reactions. The task is: Predict the reaction yield, written as a fraction of the theoretical maximum amount of product (1.0 means a 100% yield; for example, 0.34 means a 34% yield). (1) The reactants are Br[CH2:2][CH:3]1[CH2:5][C:4]1(F)F.C1(CBr)CC1.[CH3:13][C:14]1[N:15]=[C:16]([N:24]2[CH2:28][CH2:27][NH:26][C:25]2=[O:29])[S:17][C:18]=1[C:19]([O:21][CH2:22][CH3:23])=[O:20]. No catalyst specified. The product is [CH:5]1([CH2:4][N:26]2[CH2:27][CH2:28][N:24]([C:16]3[S:17][C:18]([C:19]([O:21][CH2:22][CH3:23])=[O:20])=[C:14]([CH3:13])[N:15]=3)[C:25]2=[O:29])[CH2:3][CH2:2]1. The yield is 0.960. (2) The reactants are [CH3:1][O:2][C:3]1[CH:8]=[CH:7][C:6]([C:9]2[CH:17]=[CH:16][CH:15]=[C:14]3[C:10]=2[CH2:11][C:12](=[O:18])[NH:13]3)=[CH:5][CH:4]=1.[N:19]1([CH2:24][CH2:25][NH:26][C:27]([C:29]2[CH:33]=[C:32]([CH3:34])[NH:31][C:30]=2[CH:35]=O)=[O:28])[CH:23]=[CH:22][N:21]=[N:20]1. The catalyst is C(O)C.N1CCCCC1. The product is [N:19]1([CH2:24][CH2:25][NH:26][C:27]([C:29]2[CH:33]=[C:32]([CH3:34])[NH:31][C:30]=2[CH:35]=[C:11]2[C:10]3[C:14](=[CH:15][CH:16]=[CH:17][C:9]=3[C:6]3[CH:7]=[CH:8][C:3]([O:2][CH3:1])=[CH:4][CH:5]=3)[NH:13][C:12]2=[O:18])=[O:28])[CH:23]=[CH:22][N:21]=[N:20]1. The yield is 0.520. (3) The reactants are [Br:1][C:2]1[S:9][C:8]2[CH:7]=[N:6][N:5](C(=O)C)[C:4]=2[CH:3]=1.O1CCOCC1.C(=O)([O-])[O-].[K+].[K+]. The catalyst is C(OCC)(=O)C. The product is [Br:1][C:2]1[S:9][C:8]2[CH:7]=[N:6][NH:5][C:4]=2[CH:3]=1. The yield is 0.950. (4) The reactants are [C:1]([O:5][C:6]([N:8]1[CH2:12][CH2:11][CH2:10][C:9]1([CH2:34][CH2:35][CH3:36])[C:13]([C:15]1[CH:16]=[C:17]2[CH:23]=[CH:22][N:21]([Si](C(C)C)(C(C)C)C(C)C)[C:18]2=[N:19][CH:20]=1)=[O:14])=[O:7])([CH3:4])([CH3:3])[CH3:2].C[N+](C)(C)C.[F-]. The catalyst is C1COCC1.C([O-])(O)=O.[Na+].O. The product is [C:1]([O:5][C:6]([N:8]1[CH2:12][CH2:11][CH2:10][C:9]1([CH2:34][CH2:35][CH3:36])[C:13]([C:15]1[CH:16]=[C:17]2[CH:23]=[CH:22][NH:21][C:18]2=[N:19][CH:20]=1)=[O:14])=[O:7])([CH3:4])([CH3:3])[CH3:2]. The yield is 0.860. (5) The reactants are [BH4-].[Na+].[Cl:3][C:4]1[C:5]([C:13](OCC)=[O:14])=[N:6][CH:7]=[C:8]([CH:10]([F:12])[F:11])[CH:9]=1. No catalyst specified. The product is [Cl:3][C:4]1[C:5]([CH2:13][OH:14])=[N:6][CH:7]=[C:8]([CH:10]([F:11])[F:12])[CH:9]=1. The yield is 0.860.